This data is from Reaction yield outcomes from USPTO patents with 853,638 reactions. The task is: Predict the reaction yield, written as a fraction of the theoretical maximum amount of product (1.0 means a 100% yield; for example, 0.34 means a 34% yield). The reactants are [N:1]([CH2:4][CH2:5][NH:6]C(=O)CCCCCCCCCCCCC)=[N+:2]=[N-:3].[CH3:22][N:23]([CH3:38])[C:24]1[CH:33]=[CH:32][CH:31]=[C:30]2[C:25]=1[CH:26]=[CH:27][CH:28]=[C:29]2[S:34](Cl)(=[O:36])=[O:35].N(CCN)=[N+]=[N-].C(N(CC)CC)C. The catalyst is ClCCl. The product is [N:1]([CH2:4][CH2:5][NH:6][S:34]([C:29]1[C:30]2[C:25](=[C:24]([N:23]([CH3:38])[CH3:22])[CH:33]=[CH:32][CH:31]=2)[CH:26]=[CH:27][CH:28]=1)(=[O:36])=[O:35])=[N+:2]=[N-:3]. The yield is 0.860.